From a dataset of Full USPTO retrosynthesis dataset with 1.9M reactions from patents (1976-2016). Predict the reactants needed to synthesize the given product. (1) The reactants are: [NH2:1][CH:2]([C:11]1[C:16]([O:17][CH3:18])=[CH:15][CH:14]=[CH:13][C:12]=1[O:19][CH3:20])[CH2:3][CH2:4][CH2:5][CH2:6][C:7]([O:9]C)=O.[C:21]1([C:27]2[CH:28]=[N:29][CH:30]=[C:31]([CH:34]=2)[CH:32]=O)[CH:26]=[CH:25][CH:24]=[CH:23][CH:22]=1. Given the product [CH3:20][O:19][C:12]1[CH:13]=[CH:14][CH:15]=[C:16]([O:17][CH3:18])[C:11]=1[CH:2]1[N:1]([CH2:32][C:31]2[CH:30]=[N:29][CH:28]=[C:27]([C:21]3[CH:22]=[CH:23][CH:24]=[CH:25][CH:26]=3)[CH:34]=2)[C:7](=[O:9])[CH2:6][CH2:5][CH2:4][CH2:3]1, predict the reactants needed to synthesize it. (2) Given the product [CH:3]1[C:4]2[C:9](=[CH:8][CH:7]=[CH:6][CH:5]=2)[CH:10]=[CH:11][C:2]=1[C:22]1[C:23]2[C:28]([CH:29]=[C:30]3[C:21]=1[CH:20]=[CH:19][CH:18]=[CH:17]3)=[CH:27][CH:26]=[CH:25][CH:24]=2, predict the reactants needed to synthesize it. The reactants are: Br[C:2]1[CH:11]=[CH:10][C:9]2[C:4](=[CH:5][CH:6]=[CH:7][CH:8]=2)[CH:3]=1.[Li]CCCC.[CH:17]1[C:30]2[C:29](=O)[C:28]3[C:23](=[CH:24][CH:25]=[CH:26][CH:27]=3)[CH2:22][C:21]=2[CH:20]=[CH:19][CH:18]=1.Cl. (3) The reactants are: [CH2:1]([O:8][C:9]1[CH:10]=[C:11]([CH2:17][CH2:18][NH:19][C:20](=O)/[CH:21]=[CH:22]/[C:23]2[C:28]3[CH:29]=[CH:30][O:31][C:27]=3[C:26]([O:32][CH3:33])=[CH:25][CH:24]=2)[CH:12]=[CH:13][C:14]=1[O:15][CH3:16])[C:2]1[CH:7]=[CH:6][CH:5]=[CH:4][CH:3]=1.O=P(Cl)(Cl)Cl.[BH4-].[Na+]. Given the product [CH2:1]([O:8][C:9]1[CH:10]=[C:11]2[C:12](=[CH:13][C:14]=1[O:15][CH3:16])[CH:20](/[CH:21]=[CH:22]/[C:23]1[C:28]3[CH:29]=[CH:30][O:31][C:27]=3[C:26]([O:32][CH3:33])=[CH:25][CH:24]=1)[NH:19][CH2:18][CH2:17]2)[C:2]1[CH:7]=[CH:6][CH:5]=[CH:4][CH:3]=1, predict the reactants needed to synthesize it. (4) Given the product [ClH:47].[C:1]([CH:8]([NH2:12])[CH2:9][CH2:10][NH2:11])([O:3][CH2:4][CH:7]1[C:22]2[C:23](=[CH:18][CH:19]=[CH:20][CH:21]=2)[C:24]2[C:29]1=[CH:28][CH:27]=[CH:26][CH:25]=2)=[O:2], predict the reactants needed to synthesize it. The reactants are: [C:1]([CH:8]([NH2:12])[CH2:9][CH2:10][NH2:11])([O:3][C:4]([CH3:7])(C)C)=[O:2].C(ON1C(=O)CCC1=O)(OCC1[C:29]2[C:24](=[CH:25][CH:26]=[CH:27][CH:28]=2)[C:23]2[C:18]1=[CH:19][CH:20]=[CH:21][CH:22]=2)=O.CCN(C(C)C)C(C)C.[ClH:47].